Dataset: Reaction yield outcomes from USPTO patents with 853,638 reactions. Task: Predict the reaction yield, written as a fraction of the theoretical maximum amount of product (1.0 means a 100% yield; for example, 0.34 means a 34% yield). (1) The reactants are [F:1][C:2]1[CH:3]=[C:4]([C:29]2[C:30]([C:35]#[N:36])=[CH:31][CH:32]=[CH:33][CH:34]=2)[CH:5]=[CH:6][C:7]=1[CH2:8][C:9]1[C:10](=[O:28])[N:11]([C@H:21]2[CH2:26][CH2:25][C@@H:24]([OH:27])[CH2:23][CH2:22]2)[C:12]2[N:13]([N:18]=[CH:19][N:20]=2)[C:14]=1[CH2:15][CH2:16][CH3:17].FC(F)(F)S(O[Si](C(C)(C)C)(C)C)(=O)=O.[N:52]1C(C)=CC=CC=1C.[Cl-].O[NH3+].[C:63](=[O:66])([O-])[OH:64].[Na+]. The catalyst is C(OCC)(=O)C.CS(C)=O.O1CCCC1. The product is [F:1][C:2]1[CH:3]=[C:4]([C:29]2[CH:34]=[CH:33][CH:32]=[CH:31][C:30]=2[C:35]2[NH:52][C:63](=[O:66])[O:64][N:36]=2)[CH:5]=[CH:6][C:7]=1[CH2:8][C:9]1[C:10](=[O:28])[N:11]([C@H:21]2[CH2:26][CH2:25][C@@H:24]([OH:27])[CH2:23][CH2:22]2)[C:12]2[N:13]([N:18]=[CH:19][N:20]=2)[C:14]=1[CH2:15][CH2:16][CH3:17]. The yield is 0.380. (2) The reactants are Cl[C:2]1[C:3]([CH:8]2[CH2:11][N:10]([C:12]([O:14][C:15]([CH3:18])([CH3:17])[CH3:16])=[O:13])[CH2:9]2)=[N:4][CH:5]=[CH:6][N:7]=1.C([O-])([O-])=O.[Na+].[Na+].[CH3:25][O:26][C:27]1[CH:32]=[CH:31][C:30](B(O)O)=[CH:29][CH:28]=1. The catalyst is O1CCOCC1.O.C1C=CC(P(C2C=CC=CC=2)[C-]2C=CC=C2)=CC=1.C1C=CC(P(C2C=CC=CC=2)[C-]2C=CC=C2)=CC=1.Cl[Pd]Cl.[Fe+2]. The product is [C:15]([O:14][C:12]([N:10]1[CH2:11][CH:8]([C:3]2[C:2]([C:30]3[CH:31]=[CH:32][C:27]([O:26][CH3:25])=[CH:28][CH:29]=3)=[N:7][CH:6]=[CH:5][N:4]=2)[CH2:9]1)=[O:13])([CH3:18])([CH3:17])[CH3:16]. The yield is 0.960. (3) The reactants are [CH3:1][S:2][C:3]1[S:7][C:6]2=[N:8][C:9]([C:11]3[O:12][C:13]4[C:14](=[C:16]([OH:20])[CH:17]=[CH:18][CH:19]=4)[N:15]=3)=[CH:10][N:5]2[N:4]=1.[C:21]([N:28]1[CH2:34][CH2:33][CH2:32][C@@H:29]1[CH2:30]O)([O:23][C:24]([CH3:27])([CH3:26])[CH3:25])=[O:22].C1(P(C2C=CC=CC=2)C2C=CC=CC=2)C=CC=CC=1.CC(OC(/N=N/C(OC(C)C)=O)=O)C. The catalyst is C1COCC1. The product is [CH3:1][S:2][C:3]1[S:7][C:6]2=[N:8][C:9]([C:11]3[O:12][C:13]4[CH:19]=[CH:18][CH:17]=[C:16]([O:20][CH2:30][C@H:29]5[CH2:32][CH2:33][CH2:34][N:28]5[C:21]([O:23][C:24]([CH3:25])([CH3:27])[CH3:26])=[O:22])[C:14]=4[N:15]=3)=[CH:10][N:5]2[N:4]=1. The yield is 0.630. (4) The reactants are I[C:2]1[CH:3]=[C:4]([CH3:9])[CH:5]=[C:6]([CH3:8])[CH:7]=1.[CH2:10]([SH:14])[CH2:11][CH2:12][CH3:13].C([O-])([O-])=O.[K+].[K+].C(O)CO. The catalyst is [Cu]I.CC(O)C. The product is [CH3:8][C:6]1[CH:7]=[C:2]([S:14][CH2:10][CH2:11][CH2:12][CH3:13])[CH:3]=[C:4]([CH3:9])[CH:5]=1. The yield is 0.950. (5) The reactants are C(O[C:4]([C:6]1[CH:10]=[C:9]([CH2:11][OH:12])[O:8][N:7]=1)=[O:5])C.[C:13]1([Mg]Cl)[CH:18]=[CH:17][CH:16]=[CH:15][CH:14]=1. The catalyst is C1COCC1. The product is [OH:12][CH2:11][C:9]1[O:8][N:7]=[C:6]([C:4]([C:13]2[CH:18]=[CH:17][CH:16]=[CH:15][CH:14]=2)([C:13]2[CH:18]=[CH:17][CH:16]=[CH:15][CH:14]=2)[OH:5])[CH:10]=1. The yield is 0.590.